This data is from NCI-60 drug combinations with 297,098 pairs across 59 cell lines. The task is: Regression. Given two drug SMILES strings and cell line genomic features, predict the synergy score measuring deviation from expected non-interaction effect. (1) Drug 1: CC1=C2C(C(=O)C3(C(CC4C(C3C(C(C2(C)C)(CC1OC(=O)C(C(C5=CC=CC=C5)NC(=O)C6=CC=CC=C6)O)O)OC(=O)C7=CC=CC=C7)(CO4)OC(=O)C)O)C)OC(=O)C. Drug 2: C1CNP(=O)(OC1)N(CCCl)CCCl. Cell line: SNB-75. Synergy scores: CSS=13.4, Synergy_ZIP=-8.52, Synergy_Bliss=-3.50, Synergy_Loewe=-21.7, Synergy_HSA=-2.62. (2) Drug 1: C1CCC(CC1)NC(=O)N(CCCl)N=O. Drug 2: CCC1=C2CN3C(=CC4=C(C3=O)COC(=O)C4(CC)O)C2=NC5=C1C=C(C=C5)O. Cell line: KM12. Synergy scores: CSS=24.4, Synergy_ZIP=-7.48, Synergy_Bliss=-6.91, Synergy_Loewe=-1.46, Synergy_HSA=-0.609.